This data is from Forward reaction prediction with 1.9M reactions from USPTO patents (1976-2016). The task is: Predict the product of the given reaction. Given the reactants C(OC(=O)[NH:7][C@H:8]([C:10]1[N:14]([C:15]2[CH:16]=[N:17][CH:18]=[CH:19][CH:20]=2)[C:13]2[CH:21]=[C:22]([F:25])[CH:23]=[CH:24][C:12]=2[N:11]=1)[CH3:9])(C)(C)C, predict the reaction product. The product is: [F:25][C:22]1[CH:23]=[CH:24][C:12]2[N:11]=[C:10]([C@@H:8]([NH2:7])[CH3:9])[N:14]([C:15]3[CH:16]=[N:17][CH:18]=[CH:19][CH:20]=3)[C:13]=2[CH:21]=1.